From a dataset of Full USPTO retrosynthesis dataset with 1.9M reactions from patents (1976-2016). Predict the reactants needed to synthesize the given product. (1) Given the product [CH3:15][C:9]1[C:10]([CH3:14])=[CH:11][CH:12]=[CH:13][C:8]=1[C:6]1[N:5]=[C:4]([NH2:16])[N:3]=[C:2]([NH:17][CH2:18][CH:19]([O:21][C:22]2[CH:23]=[N:24][CH:25]=[CH:26][CH:27]=2)[CH3:20])[CH:7]=1, predict the reactants needed to synthesize it. The reactants are: Cl[C:2]1[CH:7]=[C:6]([C:8]2[CH:13]=[CH:12][CH:11]=[C:10]([CH3:14])[C:9]=2[CH3:15])[N:5]=[C:4]([NH2:16])[N:3]=1.[NH2:17][CH2:18][CH:19]([O:21][C:22]1[CH:23]=[N:24][CH:25]=[CH:26][CH:27]=1)[CH3:20]. (2) Given the product [CH:1]1([C:6]([O:8][CH2:13][CH3:14])=[O:7])[CH2:5][CH:4]=[CH:3][CH2:2]1, predict the reactants needed to synthesize it. The reactants are: [CH:1]1([C:6]([OH:8])=[O:7])[CH2:5][CH:4]=[CH:3][CH2:2]1.S(Cl)(Cl)=O.[CH2:13](O)[CH3:14]. (3) Given the product [CH:16]1([N:14]2[CH:15]=[C:11]([CH2:9][OH:8])[C:12]([C:22]([F:24])([F:25])[F:23])=[N:13]2)[CH2:17][CH2:18][CH2:19][CH2:20][CH2:21]1, predict the reactants needed to synthesize it. The reactants are: C1COCC1.C([O:8][C:9]([C:11]1[C:12]([C:22]([F:25])([F:24])[F:23])=[N:13][N:14]([CH:16]2[CH2:21][CH2:20][CH2:19][CH2:18][CH2:17]2)[CH:15]=1)=O)C.[H-].[Al+3].[Li+].[H-].[H-].[H-].[OH-].[Na+]. (4) Given the product [Cl:53][CH2:19][C@H:17]1[O:16][N:15]=[C:14]([C:11]2[N:10]=[CH:9][C:8]([C:7]3[CH:6]=[CH:5][C:4]([N:21]4[CH2:25][C@H:24]([CH2:26][N:27]5[CH:31]=[CH:30][N:29]=[N:28]5)[O:23][C:22]4=[O:32])=[CH:3][C:2]=3[F:1])=[CH:13][CH:12]=2)[CH2:18]1, predict the reactants needed to synthesize it. The reactants are: [F:1][C:2]1[CH:3]=[C:4]([N:21]2[CH2:25][C@H:24]([CH2:26][N:27]3[CH:31]=[CH:30][N:29]=[N:28]3)[O:23][C:22]2=[O:32])[CH:5]=[CH:6][C:7]=1[C:8]1[CH:9]=[N:10][C:11]([C:14]2[CH2:18][C@@H:17]([CH2:19]O)[O:16][N:15]=2)=[CH:12][CH:13]=1.C1(P(C2C=CC=CC=2)C2C=CC=CC=2)C=CC=CC=1.C(Cl)(Cl)(Cl)[Cl:53]. (5) Given the product [Cl:1][C:2]1[CH:7]=[C:6]([F:8])[C:5]([N+:9]([O-:11])=[O:10])=[CH:4][C:3]=1[CH2:12][C:13]([O:15][CH2:21][CH3:22])=[O:14], predict the reactants needed to synthesize it. The reactants are: [Cl:1][C:2]1[CH:7]=[C:6]([F:8])[C:5]([N+:9]([O-:11])=[O:10])=[CH:4][C:3]=1[CH2:12][C:13]([OH:15])=[O:14].S(Cl)(Cl)(=O)=O.[CH3:21][CH2:22]O. (6) Given the product [F:18][C:19]1[CH:20]=[C:21]([CH:26]=[CH:27][C:28]=1[N:29]1[CH2:30][CH2:31][N:32]([CH2:2][C:3]2[CH:12]=[N:11][C:10]3[N:9]4[CH2:13][CH2:14][CH2:15][C@H:8]4[C:7](=[O:16])[NH:6][C:5]=3[CH:4]=2)[CH2:33][CH2:34]1)[C:22]([NH:24][CH3:25])=[O:23], predict the reactants needed to synthesize it. The reactants are: O[CH2:2][C:3]1[CH:12]=[N:11][C:10]2[N:9]3[CH2:13][CH2:14][CH2:15][C@H:8]3[C:7](=[O:16])[NH:6][C:5]=2[CH:4]=1.Cl.[F:18][C:19]1[CH:20]=[C:21]([CH:26]=[CH:27][C:28]=1[N:29]1[CH2:34][CH2:33][NH:32][CH2:31][CH2:30]1)[C:22]([NH:24][CH3:25])=[O:23].[I-].C(C[P+](C)(C)C)#N.C(N(CC)C(C)C)(C)C. (7) Given the product [Cl:1][C:2]1[C:3]([F:32])=[C:4]([CH:29]=[CH:30][CH:31]=1)[NH:5][C:6]1[C:15]2[C:10](=[CH:11][C:12]([O:27][CH3:28])=[C:13]([O:16][CH2:17][C@@H:18]3[CH2:22][CH2:21][CH2:20][N:19]3[C:23](=[O:26])[CH2:24][N:35]3[CH2:40][CH2:39][O:38][CH2:37][CH2:36]3)[CH:14]=2)[N:9]=[CH:8][N:7]=1, predict the reactants needed to synthesize it. The reactants are: [Cl:1][C:2]1[C:3]([F:32])=[C:4]([CH:29]=[CH:30][CH:31]=1)[NH:5][C:6]1[C:15]2[C:10](=[CH:11][C:12]([O:27][CH3:28])=[C:13]([O:16][CH2:17][C@@H:18]3[CH2:22][CH2:21][CH2:20][N:19]3[C:23](=[O:26])[CH2:24]Cl)[CH:14]=2)[N:9]=[CH:8][N:7]=1.[I-].[K+].[NH:35]1[CH2:40][CH2:39][O:38][CH2:37][CH2:36]1. (8) Given the product [Br:1][C:2]1[CH:7]=[C:6]([O:8][CH3:9])[C:5]([O:10][CH:11]([CH3:12])[CH3:13])=[CH:4][C:3]=1[CH:14]([CH2:17][CH2:18][CH2:19][C:20]1[CH:21]=[CH:22][C:23]([O:26][CH:27]([CH3:29])[CH3:28])=[CH:24][CH:25]=1)[C:15]([NH2:16])=[O:30], predict the reactants needed to synthesize it. The reactants are: [Br:1][C:2]1[CH:7]=[C:6]([O:8][CH3:9])[C:5]([O:10][CH:11]([CH3:13])[CH3:12])=[CH:4][C:3]=1[CH:14]([CH2:17][CH2:18][CH2:19][C:20]1[CH:25]=[CH:24][C:23]([O:26][CH:27]([CH3:29])[CH3:28])=[CH:22][CH:21]=1)[C:15]#[N:16].[OH-:30].[K+]. (9) Given the product [Cl:22][C:23]1[CH:24]=[C:25]([N:29]2[C:7]([C:9]3[CH:14]=[CH:13][C:12]([O:15][CH3:16])=[C:11]([O:17][CH3:18])[CH:10]=3)=[CH:6][C:5]([C:4]([O:3][CH2:1][CH3:2])=[O:20])=[N:30]2)[CH:26]=[CH:27][CH:28]=1, predict the reactants needed to synthesize it. The reactants are: [CH2:1]([O:3][C:4](=[O:20])[C:5](=O)[CH2:6][C:7]([C:9]1[CH:14]=[CH:13][C:12]([O:15][CH3:16])=[C:11]([O:17][CH3:18])[CH:10]=1)=O)[CH3:2].Cl.[Cl:22][C:23]1[CH:24]=[C:25]([NH:29][NH2:30])[CH:26]=[CH:27][CH:28]=1. (10) Given the product [Br:1][C:2]1[CH:7]=[CH:6][C:5]([C:15]2[S:16][CH:17]=[CH:18][CH:19]=2)=[CH:4][C:3]=1[Cl:9], predict the reactants needed to synthesize it. The reactants are: [Br:1][C:2]1[CH:7]=[CH:6][C:5](I)=[CH:4][C:3]=1[Cl:9].C([Sn](CCCC)(CCCC)[C:15]1[S:16][CH:17]=[CH:18][CH:19]=1)CCC.CCOC(C)=O.CCCCCC.